This data is from Forward reaction prediction with 1.9M reactions from USPTO patents (1976-2016). The task is: Predict the product of the given reaction. (1) Given the reactants [OH:1][C:2]1[CH:7]=[CH:6][CH:5]=[C:4]([O:8][CH3:9])[C:3]=1[CH2:10][CH2:11][N:12]1[CH2:17][CH2:16][CH:15]([N:18]2[C:26]3[C:21](=[CH:22][CH:23]=[C:24]([C:27]([NH2:29])=[O:28])[CH:25]=3)[CH:20]=[CH:19]2)[CH2:14][CH2:13]1.C(=O)([O-])[O-].[K+].[K+].Br[CH2:37][CH2:38][O:39][CH3:40], predict the reaction product. The product is: [CH3:9][O:8][C:4]1[CH:5]=[CH:6][CH:7]=[C:2]([O:1][CH2:37][CH2:38][O:39][CH3:40])[C:3]=1[CH2:10][CH2:11][N:12]1[CH2:13][CH2:14][CH:15]([N:18]2[C:26]3[C:21](=[CH:22][CH:23]=[C:24]([C:27]([NH2:29])=[O:28])[CH:25]=3)[CH:20]=[CH:19]2)[CH2:16][CH2:17]1. (2) The product is: [Br:11][C:12]1[CH:13]=[C:14]([CH:19]=[C:20]([Br:23])[C:21]=1[Br:22])[CH2:15][N:16]1[CH:2]=[C:1]([C:3]2[CH:4]=[N:5][CH:6]=[C:7]([CH:10]=2)[C:8]#[N:9])[N:18]=[N:17]1. Given the reactants [C:1]([C:3]1[CH:4]=[N:5][CH:6]=[C:7]([CH:10]=1)[C:8]#[N:9])#[CH:2].[Br:11][C:12]1[CH:13]=[C:14]([CH:19]=[C:20]([Br:23])[C:21]=1[Br:22])[CH2:15][N:16]=[N+:17]=[N-:18].[Na].O=C1O[C@H]([C@H](CO)O)C(O)=C1O, predict the reaction product.